This data is from Catalyst prediction with 721,799 reactions and 888 catalyst types from USPTO. The task is: Predict which catalyst facilitates the given reaction. (1) Reactant: C(N(CC)C(C)C)(C)C.[CH3:10][O:11][CH2:12]Cl.ClCCl.[F:17][C:18]1[CH:19]=[C:20]([CH:23]=[CH:24][C:25]=1[OH:26])[CH:21]=[O:22]. Product: [F:17][C:18]1[CH:19]=[C:20]([CH:23]=[CH:24][C:25]=1[O:26][CH2:10][O:11][CH3:12])[CH:21]=[O:22]. The catalyst class is: 6. (2) Reactant: [CH3:1][C:2]1[CH:3]=[C:4]([C:17](=[O:20])[CH2:18][CH3:19])[CH:5]=[CH:6][C:7]=1[O:8]COCC[Si](C)(C)C.Cl. Product: [OH:8][C:7]1[CH:6]=[CH:5][C:4]([C:17](=[O:20])[CH2:18][CH3:19])=[CH:3][C:2]=1[CH3:1]. The catalyst class is: 14.